From a dataset of CYP2C9 inhibition data for predicting drug metabolism from PubChem BioAssay. Regression/Classification. Given a drug SMILES string, predict its absorption, distribution, metabolism, or excretion properties. Task type varies by dataset: regression for continuous measurements (e.g., permeability, clearance, half-life) or binary classification for categorical outcomes (e.g., BBB penetration, CYP inhibition). Dataset: cyp2c9_veith. (1) The compound is Cn1c(=O)c2c(ncn2C[C@@H](O)CO)n(C)c1=O. The result is 0 (non-inhibitor). (2) The compound is O=C(Nc1ccccc1)N1CC[C@@]2(CCCN(C(=O)c3cnccn3)C2)C1. The result is 0 (non-inhibitor). (3) The molecule is CC(=O)N1CCC[C@@]2(CCN(C(=O)Nc3cccc(C#N)c3)C2)C1. The result is 0 (non-inhibitor). (4) The result is 1 (inhibitor). The molecule is O=C(NCCc1ccccc1)N1c2ccccc2Sc2ccccc21. (5) The molecule is C[C@@H](C1=C(CCN(C)C)Cc2ccccc21)c1ccccn1. The result is 1 (inhibitor).